Task: Predict the reactants needed to synthesize the given product.. Dataset: Full USPTO retrosynthesis dataset with 1.9M reactions from patents (1976-2016) (1) The reactants are: [Cl:1][C:2]1[C:11]2[N:10]=[C:9]([O:12][CH3:13])[C:8](=[O:14])[N:7]([CH3:15])[C:6]=2[N:5]=[CH:4][N:3]=1.Cl[C:17]1N=CN=C(NC2CC2)[C:18]=1N. Given the product [Cl:1][C:2]1[C:11]2[N:10]=[C:9]([O:12][CH3:13])[C:8](=[O:14])[N:7]([CH:15]3[CH2:18][CH2:17]3)[C:6]=2[N:5]=[CH:4][N:3]=1, predict the reactants needed to synthesize it. (2) Given the product [C:1]1([C:7]#[C:8][C:9]2[CH:10]=[CH:11][C:12]([CH:15]([N:20]3[CH2:21][CH2:22][O:18][C:19]3=[O:23])[CH3:16])=[N:13][CH:14]=2)[CH:6]=[CH:5][CH:4]=[CH:3][CH:2]=1, predict the reactants needed to synthesize it. The reactants are: [C:1]1([C:7]#[C:8][C:9]2[CH:10]=[CH:11][C:12]([CH:15](O)[CH3:16])=[N:13][CH:14]=2)[CH:6]=[CH:5][CH:4]=[CH:3][CH:2]=1.[O:18]1[CH2:22][CH2:21][NH:20][C:19]1=[O:23]. (3) Given the product [CH3:16][O:15][C:12]1[CH:13]=[CH:14][C:7]2[C:6]([CH2:5][C:4]([OH:36])=[O:3])=[CH:10][S:9][C:8]=2[C:11]=1[S:17]([N:20]1[CH2:25][CH2:24][N:23]([C:26]2[CH:31]=[CH:30][C:29]([C:32]([F:35])([F:34])[F:33])=[CH:28][N:27]=2)[CH2:22][CH2:21]1)(=[O:19])=[O:18], predict the reactants needed to synthesize it. The reactants are: C([O:3][C:4](=[O:36])[CH2:5][C:6]1[C:7]2[CH:14]=[CH:13][C:12]([O:15][CH3:16])=[C:11]([S:17]([N:20]3[CH2:25][CH2:24][N:23]([C:26]4[CH:31]=[CH:30][C:29]([C:32]([F:35])([F:34])[F:33])=[CH:28][N:27]=4)[CH2:22][CH2:21]3)(=[O:19])=[O:18])[C:8]=2[S:9][CH:10]=1)C.[Li+].[OH-].FC(F)(F)C1C=CC(C2CCNCC=2)=CC=1. (4) Given the product [F:1][CH2:2][CH2:3][CH2:4][CH2:5][CH2:6]/[CH:7]=[CH:8]\[CH2:9]/[CH:10]=[CH:11]\[CH2:12]/[CH:13]=[CH:14]\[CH2:15]/[CH:16]=[CH:17]\[CH2:18][CH2:19][CH2:20][C:21]([OH:23])=[O:22], predict the reactants needed to synthesize it. The reactants are: [F:1][CH2:2][CH2:3][CH2:4][CH2:5][CH2:6]/[CH:7]=[CH:8]\[CH2:9]/[CH:10]=[CH:11]\[CH2:12]/[CH:13]=[CH:14]\[CH2:15]/[CH:16]=[CH:17]\[CH2:18][CH2:19][CH2:20][C:21]([O:23]C)=[O:22]. (5) Given the product [Cl:15][C:14]1[N:7]=[C:8]([Cl:9])[N:10]=[C:11]([N:19]([CH2:20][CH:21]=[CH2:22])[CH2:16][CH:17]=[CH2:18])[N:13]=1, predict the reactants needed to synthesize it. The reactants are: C(=O)([O-])[O-].[Na+].[Na+].[N:7]1[C:14]([Cl:15])=[N:13][C:11](Cl)=[N:10][C:8]=1[Cl:9].[CH2:16]([NH:19][CH2:20][CH:21]=[CH2:22])[CH:17]=[CH2:18].[OH-].[Na+]. (6) The reactants are: ClC1C=C(N[C@H](C2CC2)C(N[C@@H]2CCCN(C(OC(C)(C)C)=O)C2)=O)C=C(F)C=1.[Cl:30][C:31]1[CH:32]=[C:33]([NH:38][CH2:39][C:40]([NH:42][C@@H:43]2[CH2:48][CH2:47][CH2:46][N:45]([C:49](OC(C)(C)C)=O)[CH2:44]2)=[O:41])[CH:34]=[C:35]([Cl:37])[CH:36]=1.NC1C(C#N)=C(Cl)N=CN=1.[Cl:66][C:67]1[C:68]([NH2:74])=[N:69][CH:70]=[N:71]C=1Cl. Given the product [NH2:74][C:68]1[N:69]=[CH:70][N:71]=[C:49]([N:45]2[CH2:46][CH2:47][CH2:48][C@@H:43]([NH:42][C:40](=[O:41])[CH2:39][NH:38][C:33]3[CH:34]=[C:35]([Cl:37])[CH:36]=[C:31]([Cl:30])[CH:32]=3)[CH2:44]2)[C:67]=1[Cl:66], predict the reactants needed to synthesize it. (7) Given the product [Br:11][C:12]1[CH:17]=[CH:16][C:15]([O:10][CH:7]([C:1]2[CH:6]=[CH:5][CH:4]=[CH:3][CH:2]=2)[CH:8]=[CH2:9])=[C:14]([N+:19]([O-:21])=[O:20])[CH:13]=1, predict the reactants needed to synthesize it. The reactants are: [C:1]1([CH:7]([OH:10])[CH:8]=[CH2:9])[CH:6]=[CH:5][CH:4]=[CH:3][CH:2]=1.[Br:11][C:12]1[CH:17]=[CH:16][C:15](F)=[C:14]([N+:19]([O-:21])=[O:20])[CH:13]=1.BrC1C=CC(OCC=CC2C=CC=CC=2)=C([N+]([O-])=O)C=1.